This data is from Catalyst prediction with 721,799 reactions and 888 catalyst types from USPTO. The task is: Predict which catalyst facilitates the given reaction. (1) Reactant: [F:1][C:2]1[CH:3]=[C:4]([S:8]([C:11]2[CH:12]=[N:13][C:14]3[C:19]([CH:20]=2)=[CH:18][CH:17]=[CH:16][C:15]=3I)(=[O:10])=[O:9])[CH:5]=[CH:6][CH:7]=1.[NH:22]1[CH2:26][CH2:25][C@H:24]2[CH2:27][N:28]([C:30]([O:32][CH2:33][CH3:34])=[O:31])[CH2:29][C@@H:23]12.C(=O)([O-])[O-].[Cs+].[Cs+].CC(C1C=C(C(C)C)C(C2C=CC=CC=2P(C2CCCCC2)C2CCCCC2)=C(C(C)C)C=1)C. Product: [CH2:33]([O:32][C:30]([N:28]1[CH2:27][C@H:24]2[C@H:23]([N:22]([C:15]3[CH:16]=[CH:17][CH:18]=[C:19]4[C:14]=3[N:13]=[CH:12][C:11]([S:8]([C:4]3[CH:5]=[CH:6][CH:7]=[C:2]([F:1])[CH:3]=3)(=[O:10])=[O:9])=[CH:20]4)[CH2:26][CH2:25]2)[CH2:29]1)=[O:31])[CH3:34]. The catalyst class is: 164. (2) Reactant: [C:1]([CH:3]([CH:7]1[C:11]([Cl:12])=[C:10](Cl)C(=O)O1)[C:4]([NH2:6])=[O:5])#[N:2].Cl.[CH3:16][CH:17]([S:19]([C:22]1[CH:27]=[CH:26][CH:25]=[CH:24][C:23]=1[CH2:28][NH2:29])(=[O:21])=[O:20])[CH3:18].C(=O)([O-])[O-].[K+].[K+].[OH-].[Na+]. Product: [ClH:12].[Cl:12][C:11]1[CH:7]=[C:3]([C:4]([NH2:6])=[O:5])[C:1](=[NH:2])[N:29]([CH2:28][C:23]2[CH:24]=[CH:25][CH:26]=[CH:27][C:22]=2[S:19]([CH:17]([CH3:18])[CH3:16])(=[O:21])=[O:20])[CH:10]=1. The catalyst class is: 8. (3) Reactant: [CH3:1][O:2][C:3](=[O:18])[C:4]1[CH:5]=[C:6]([CH:14]=[C:15]([NH2:17])[CH:16]=1)[C:7]([O:9][C:10]([CH3:13])([CH3:12])[CH3:11])=[O:8].CCN(CC)CC.[Cl:26][CH2:27][CH2:28][CH2:29][C:30](Cl)=[O:31]. Product: [CH3:1][O:2][C:3](=[O:18])[C:4]1[CH:5]=[C:6]([CH:14]=[C:15]([NH:17][C:30](=[O:31])[CH2:29][CH2:28][CH2:27][Cl:26])[CH:16]=1)[C:7]([O:9][C:10]([CH3:13])([CH3:11])[CH3:12])=[O:8]. The catalyst class is: 2. (4) Product: [OH:2][C:3]1[C:11]2[C:10]([CH2:12][CH2:13][C:14]3[CH:15]=[CH:16][CH:17]=[CH:18][CH:19]=3)=[CH:9][S:8][C:7]=2[CH:6]=[CH:5][CH:4]=1. Reactant: C[O:2][C:3]1[C:11]2[C:10]([CH2:12][CH2:13][C:14]3[CH:19]=[CH:18][CH:17]=[CH:16][CH:15]=3)=[CH:9][S:8][C:7]=2[CH:6]=[CH:5][CH:4]=1.B(Br)(Br)Br.C(=O)([O-])O.[Na+]. The catalyst class is: 4. (5) Reactant: [CH2:1]([Mg]Br)[CH3:2].[Cl:5][C:6]1[CH:7]=[CH:8][C:9]([CH:29]=[O:30])=[C:10]2[C:14]=1[N:13]=[C:12]1[N:15]([C:19]3[C:20]([CH3:28])=[N:21][C:22]([N:25]([CH3:27])[CH3:26])=[CH:23][CH:24]=3)[CH2:16][CH2:17][CH2:18][N:11]21. Product: [Cl:5][C:6]1[C:14]2[N:13]=[C:12]3[N:15]([C:19]4[C:20]([CH3:28])=[N:21][C:22]([N:25]([CH3:27])[CH3:26])=[CH:23][CH:24]=4)[CH2:16][CH2:17][CH2:18][N:11]3[C:10]=2[C:9]([CH:29]([OH:30])[CH2:1][CH3:2])=[CH:8][CH:7]=1. The catalyst class is: 7.